From a dataset of Full USPTO retrosynthesis dataset with 1.9M reactions from patents (1976-2016). Predict the reactants needed to synthesize the given product. (1) Given the product [CH3:1][C:2]1[CH:30]=[CH:29][CH:28]=[C:27]([CH3:31])[C:3]=1[O:4][C:5]1[CH:6]=[C:7]2[C:12](=[CH:13][C:14]=1[CH3:15])[N:11]=[C:10]([N:16]1[CH:20]=[C:19]([C:21]([OH:23])=[O:22])[CH:18]=[N:17]1)[N:9]=[C:8]2[N:34]([CH2:32][CH3:33])[CH3:35], predict the reactants needed to synthesize it. The reactants are: [CH3:1][C:2]1[CH:30]=[CH:29][CH:28]=[C:27]([CH3:31])[C:3]=1[O:4][C:5]1[CH:6]=[C:7]2[C:12](=[CH:13][C:14]=1[CH3:15])[N:11]=[C:10]([N:16]1[CH:20]=[C:19]([C:21]([O:23]CC)=[O:22])[CH:18]=[N:17]1)[NH:9][C:8]2=O.[CH2:32]([NH:34][CH3:35])[CH3:33]. (2) Given the product [CH3:21][CH:22]1[CH2:27][CH2:26][C:25]([O:28][Si:30]([CH3:32])([CH3:31])[CH3:29])=[CH:24][CH2:23]1, predict the reactants needed to synthesize it. The reactants are: C([Li])CCC.C(NC(C)C)(C)C.C([N-]C(C)C)(C)C.[Li+].[CH3:21][CH:22]1[CH2:27][CH2:26][C:25](=[O:28])[CH2:24][CH2:23]1.[CH3:29][Si:30](Cl)([CH3:32])[CH3:31].C(=O)(O)[O-].[Na+]. (3) Given the product [OH:13][C@@H:5]([C:6]1[CH:11]=[CH:10][CH:9]=[CH:8][CH:7]=1)[C:3]([O:2][CH3:1])=[O:4], predict the reactants needed to synthesize it. The reactants are: [CH3:1][O:2][C:3]([CH2:5][C:6]1[CH:11]=[CH:10][CH:9]=[CH:8][CH:7]=1)=[O:4].P([O-])([O-])([O-])=[O:13].[K+].[K+].[K+]. (4) Given the product [N+:9]([C:6]1[CH:7]=[CH:8][C:3]([CH2:2][N:15]2[CH2:14][CH2:13][N:12]([C:18]([O:20][C:21]([CH3:24])([CH3:23])[CH3:22])=[O:19])[CH2:17][CH2:16]2)=[CH:4][CH:5]=1)([O-:11])=[O:10], predict the reactants needed to synthesize it. The reactants are: Br[CH2:2][C:3]1[CH:8]=[CH:7][C:6]([N+:9]([O-:11])=[O:10])=[CH:5][CH:4]=1.[N:12]1([C:18]([O:20][C:21]([CH3:24])([CH3:23])[CH3:22])=[O:19])[CH2:17][CH2:16][NH:15][CH2:14][CH2:13]1.C(=O)([O-])[O-].[Na+].[Na+].O. (5) Given the product [NH2:10][C:5]1[CH:4]=[C:3]([CH:8]=[CH:7][C:6]=1[N:17]([CH2:18][CH2:19][O:20][CH3:21])[CH2:16][CH2:15][O:14][CH3:13])[C:1]#[N:2], predict the reactants needed to synthesize it. The reactants are: [C:1]([C:3]1[CH:8]=[CH:7][C:6](F)=[C:5]([N+:10]([O-])=O)[CH:4]=1)#[N:2].[CH3:13][O:14][CH2:15][CH2:16][NH:17][CH2:18][CH2:19][O:20][CH3:21].[H][H].